This data is from Reaction yield outcomes from USPTO patents with 853,638 reactions. The task is: Predict the reaction yield, written as a fraction of the theoretical maximum amount of product (1.0 means a 100% yield; for example, 0.34 means a 34% yield). (1) The reactants are [NH2:1][C:2]1[CH:3]=[C:4]([C:8]2[C:17]3[C:12](=[C:13]([C:18]4[CH:23]=[CH:22][CH:21]=[CH:20][CH:19]=4)[CH:14]=[CH:15][CH:16]=3)[C:11]([NH:24][CH2:25][C:26]3[CH:31]=[CH:30][CH:29]=[CH:28][CH:27]=3)=[N:10][N:9]=2)[CH:5]=[N:6][CH:7]=1.N1C=CC=CC=1.[CH3:38][S:39](Cl)(=[O:41])=[O:40]. The catalyst is C(Cl)Cl. The product is [CH2:25]([NH:24][C:11]1[C:12]2[C:17](=[CH:16][CH:15]=[CH:14][C:13]=2[C:18]2[CH:23]=[CH:22][CH:21]=[CH:20][CH:19]=2)[C:8]([C:4]2[CH:3]=[C:2]([NH:1][S:39]([CH3:38])(=[O:41])=[O:40])[CH:7]=[N:6][CH:5]=2)=[N:9][N:10]=1)[C:26]1[CH:31]=[CH:30][CH:29]=[CH:28][CH:27]=1. The yield is 0.698. (2) The reactants are [CH3:1][C:2]1[CH:6]=[C:5]([CH2:7][NH:8][C:9]2[N:14]=[C:13]([NH:15][C:16]3[NH:20][N:19]=[C:18]([O:21][CH2:22][C:23]4[CH:24]=[C:25]([CH:29]=[CH:30][CH:31]=4)[C:26](O)=[O:27])[CH:17]=3)[CH:12]=[CH:11][N:10]=2)[O:4][N:3]=1.CN(C(ON1N=NC2C=CC=NC1=2)=[N+](C)C)C.F[P-](F)(F)(F)(F)F.[NH:56]1[CH2:61][CH2:60][O:59][CH2:58][CH2:57]1. The catalyst is CN(C=O)C. The product is [CH3:1][C:2]1[CH:6]=[C:5]([CH2:7][NH:8][C:9]2[N:14]=[C:13]([NH:15][C:16]3[NH:20][N:19]=[C:18]([O:21][CH2:22][C:23]4[CH:24]=[C:25]([C:26]([N:56]5[CH2:61][CH2:60][O:59][CH2:58][CH2:57]5)=[O:27])[CH:29]=[CH:30][CH:31]=4)[CH:17]=3)[CH:12]=[CH:11][N:10]=2)[O:4][N:3]=1. The yield is 0.320. (3) The catalyst is ClCCl. The reactants are [CH2:1]([O:8][C@@H:9]1[C@@H:14]([O:15][CH2:16][C:17]2[CH:22]=[CH:21][CH:20]=[CH:19][CH:18]=2)[C@@H:13]([O:23][CH2:24][C:25]2[CH:30]=[CH:29][CH:28]=[CH:27][CH:26]=2)[C@@H:12]([CH2:31][O:32][CH2:33][C:34]2[CH:39]=[CH:38][CH:37]=[CH:36][CH:35]=2)[O:11][C@:10]21[C:47]1[C:42](=[CH:43][C:44]([CH3:50])=[C:45]([CH2:48]O)[CH:46]=1)[CH2:41][O:40]2)[C:2]1[CH:7]=[CH:6][CH:5]=[CH:4][CH:3]=1.S(Cl)([Cl:53])=O.C(=O)([O-])O.[Na+]. The product is [CH2:1]([O:8][C@@H:9]1[C@@H:14]([O:15][CH2:16][C:17]2[CH:22]=[CH:21][CH:20]=[CH:19][CH:18]=2)[C@@H:13]([O:23][CH2:24][C:25]2[CH:30]=[CH:29][CH:28]=[CH:27][CH:26]=2)[C@@H:12]([CH2:31][O:32][CH2:33][C:34]2[CH:39]=[CH:38][CH:37]=[CH:36][CH:35]=2)[O:11][C@:10]21[C:47]1[C:42](=[CH:43][C:44]([CH3:50])=[C:45]([CH2:48][Cl:53])[CH:46]=1)[CH2:41][O:40]2)[C:2]1[CH:7]=[CH:6][CH:5]=[CH:4][CH:3]=1. The yield is 0.644.